From a dataset of Peptide-MHC class I binding affinity with 185,985 pairs from IEDB/IMGT. Regression. Given a peptide amino acid sequence and an MHC pseudo amino acid sequence, predict their binding affinity value. This is MHC class I binding data. (1) The peptide sequence is HTLMSIVSSL. The MHC is H-2-Db with pseudo-sequence H-2-Db. The binding affinity (normalized) is 0.0829. (2) The peptide sequence is ITFMQALQLL. The MHC is HLA-A02:01 with pseudo-sequence HLA-A02:01. The binding affinity (normalized) is 0.173. (3) The peptide sequence is TLVVISVIFY. The MHC is HLA-A31:01 with pseudo-sequence HLA-A31:01. The binding affinity (normalized) is 0.128. (4) The peptide sequence is ISEPMFHQG. The MHC is HLA-A11:01 with pseudo-sequence HLA-A11:01. The binding affinity (normalized) is 0.0847.